Task: Regression. Given a peptide amino acid sequence and an MHC pseudo amino acid sequence, predict their binding affinity value. This is MHC class II binding data.. Dataset: Peptide-MHC class II binding affinity with 134,281 pairs from IEDB (1) The peptide sequence is KMIGGIGGFIKVRQYDQIPI. The MHC is HLA-DPA10201-DPB10101 with pseudo-sequence HLA-DPA10201-DPB10101. The binding affinity (normalized) is 0.195. (2) The peptide sequence is GNFERISGDLKTQID. The MHC is DRB3_0202 with pseudo-sequence DRB3_0202. The binding affinity (normalized) is 0.206. (3) The peptide sequence is ECEWPLTHTIGTSVE. The MHC is HLA-DQA10501-DQB10402 with pseudo-sequence HLA-DQA10501-DQB10402. The binding affinity (normalized) is 0.606. (4) The peptide sequence is AAATAGTTIYGAFAA. The MHC is HLA-DPA10103-DPB10401 with pseudo-sequence HLA-DPA10103-DPB10401. The binding affinity (normalized) is 0.265. (5) The peptide sequence is MSNPLTSPISCSYSL. The MHC is DRB1_0701 with pseudo-sequence DRB1_0701. The binding affinity (normalized) is 0.503. (6) The peptide sequence is YDKFLANVSTVLTAK. The MHC is DRB1_1302 with pseudo-sequence DRB1_1302. The binding affinity (normalized) is 0.970. (7) The peptide sequence is AFKVAATAANAADAN. The MHC is DRB1_0802 with pseudo-sequence DRB1_0802. The binding affinity (normalized) is 0.676.